From a dataset of Catalyst prediction with 721,799 reactions and 888 catalyst types from USPTO. Predict which catalyst facilitates the given reaction. (1) Reactant: [CH3:1][C:2]1[CH:3]=[C:4]([N:11]2[CH2:15][CH2:14][CH:13]([NH:16]C(=O)C)[CH2:12]2)[CH:5]=[CH:6][C:7]=1[N+:8]([O-:10])=[O:9].Cl.[OH-].[Na+]. Product: [CH3:1][C:2]1[CH:3]=[C:4]([N:11]2[CH2:15][CH2:14][CH:13]([NH2:16])[CH2:12]2)[CH:5]=[CH:6][C:7]=1[N+:8]([O-:10])=[O:9]. The catalyst class is: 6. (2) Reactant: [Br:1][C:2]1[CH:3]=[CH:4][C:5]2[C:6]3[N:14]([CH2:15][CH2:16][CH2:17][CH:18]=[O:19])[C:13]([CH2:20][CH2:21][CH3:22])=[N:12][C:7]=3[CH:8]=[N:9][C:10]=2[CH:11]=1.[CH3:23][Mg]I.Cl. Product: [Br:1][C:2]1[CH:3]=[CH:4][C:5]2[C:6]3[N:14]([CH2:15][CH2:16][CH2:17][CH:18]([OH:19])[CH3:23])[C:13]([CH2:20][CH2:21][CH3:22])=[N:12][C:7]=3[CH:8]=[N:9][C:10]=2[CH:11]=1. The catalyst class is: 1. (3) Reactant: Cl[C:2]1[CH:3]=[CH:4][C:5]2[N:11]3[CH2:12][C@H:8]([CH2:9][CH2:10]3)[N:7]([C:13]([NH:15][C:16]3[CH:21]=[N:20][CH:19]=[CH:18][N:17]=3)=[O:14])[C:6]=2[N:22]=1.[N:23]1([C:29]([O:31][C:32]([CH3:35])([CH3:34])[CH3:33])=[O:30])[CH2:28][CH2:27][NH:26][CH2:25][CH2:24]1.C([O-])([O-])=O.[Cs+].[Cs+].CC(C1C=C(C(C)C)C(C2C=CC=CC=2P(C2CCCCC2)C2CCCCC2)=C(C(C)C)C=1)C. Product: [N:17]1[CH:18]=[CH:19][N:20]=[CH:21][C:16]=1[NH:15][C:13]([N:7]1[C@@H:8]2[CH2:12][N:11]([CH2:10][CH2:9]2)[C:5]2[CH:4]=[CH:3][C:2]([N:26]3[CH2:25][CH2:24][N:23]([C:29]([O:31][C:32]([CH3:35])([CH3:34])[CH3:33])=[O:30])[CH2:28][CH2:27]3)=[N:22][C:6]1=2)=[O:14]. The catalyst class is: 38. (4) Reactant: C([O:8][C:9]1[CH:18]=[C:17]2[C:12]([C:13]([OH:20])=[CH:14][C:15]([CH3:19])=[N:16]2)=[CH:11][CH:10]=1)C1C=CC=CC=1. Product: [CH3:19][C:15]1[CH:14]=[C:13]([OH:20])[C:12]2[C:17](=[CH:18][C:9]([OH:8])=[CH:10][CH:11]=2)[N:16]=1. The catalyst class is: 19. (5) Reactant: [CH3:1][S:2][C:3]1[N:8]=[C:7]([C:9]([OH:11])=O)[CH:6]=[CH:5][N:4]=1.C(Cl)(=O)C([Cl:15])=O. Product: [CH3:1][S:2][C:3]1[N:8]=[C:7]([C:9]([Cl:15])=[O:11])[CH:6]=[CH:5][N:4]=1. The catalyst class is: 59. (6) Reactant: [OH:1][C:2]1[CH:9]=[CH:8][C:5]([CH:6]=[O:7])=[CH:4][CH:3]=1.Br[CH2:11][CH2:12][CH:13]=[CH2:14].C(=O)([O-])[O-].[K+].[K+].O. Product: [CH2:14]([O:1][C:2]1[CH:9]=[CH:8][C:5]([CH:6]=[O:7])=[CH:4][CH:3]=1)[CH2:13][CH:12]=[CH2:11]. The catalyst class is: 9.